From a dataset of NCI-60 drug combinations with 297,098 pairs across 59 cell lines. Regression. Given two drug SMILES strings and cell line genomic features, predict the synergy score measuring deviation from expected non-interaction effect. (1) Drug 1: COC1=CC(=CC(=C1O)OC)C2C3C(COC3=O)C(C4=CC5=C(C=C24)OCO5)OC6C(C(C7C(O6)COC(O7)C8=CC=CS8)O)O. Drug 2: C1=NC2=C(N1)C(=S)N=CN2. Cell line: UACC-257. Synergy scores: CSS=8.33, Synergy_ZIP=-8.32, Synergy_Bliss=-11.4, Synergy_Loewe=-13.6, Synergy_HSA=-10.2. (2) Drug 1: CCN(CC)CCNC(=O)C1=C(NC(=C1C)C=C2C3=C(C=CC(=C3)F)NC2=O)C. Drug 2: CN1C(=O)N2C=NC(=C2N=N1)C(=O)N. Cell line: NCIH23. Synergy scores: CSS=63.3, Synergy_ZIP=0.629, Synergy_Bliss=1.63, Synergy_Loewe=-6.04, Synergy_HSA=4.77. (3) Drug 1: CCN(CC)CCNC(=O)C1=C(NC(=C1C)C=C2C3=C(C=CC(=C3)F)NC2=O)C. Drug 2: COCCOC1=C(C=C2C(=C1)C(=NC=N2)NC3=CC=CC(=C3)C#C)OCCOC.Cl. Cell line: OVCAR-8. Synergy scores: CSS=8.87, Synergy_ZIP=-2.91, Synergy_Bliss=2.91, Synergy_Loewe=7.73, Synergy_HSA=4.54. (4) Drug 1: CN(C)C(=N)N=C(N)N. Drug 2: CCC1=C2N=C(C=C(N2N=C1)NCC3=C[N+](=CC=C3)[O-])N4CCCCC4CCO. Cell line: SK-OV-3. Synergy scores: CSS=25.1, Synergy_ZIP=2.32, Synergy_Bliss=4.02, Synergy_Loewe=-38.9, Synergy_HSA=1.16. (5) Drug 1: C#CCC(CC1=CN=C2C(=N1)C(=NC(=N2)N)N)C3=CC=C(C=C3)C(=O)NC(CCC(=O)O)C(=O)O. Drug 2: CN(C(=O)NC(C=O)C(C(C(CO)O)O)O)N=O. Cell line: MDA-MB-435. Synergy scores: CSS=-11.7, Synergy_ZIP=6.00, Synergy_Bliss=2.99, Synergy_Loewe=-5.51, Synergy_HSA=-8.08.